This data is from Reaction yield outcomes from USPTO patents with 853,638 reactions. The task is: Predict the reaction yield, written as a fraction of the theoretical maximum amount of product (1.0 means a 100% yield; for example, 0.34 means a 34% yield). (1) The reactants are CN(C[CH2:5][OH:6])C.CCCCCC.[Li]CCCC.[Si:18]([O:25][CH2:26][CH2:27][C:28]1[CH:29]=[CH:30][C:31]([Cl:34])=[N:32][CH:33]=1)([C:21]([CH3:24])([CH3:23])[CH3:22])([CH3:20])[CH3:19].CN(C=O)C.C1COCC1. No catalyst specified. The product is [Si:18]([O:25][CH2:26][CH2:27][C:28]1[C:33]([CH:5]=[O:6])=[N:32][C:31]([Cl:34])=[CH:30][CH:29]=1)([C:21]([CH3:23])([CH3:24])[CH3:22])([CH3:20])[CH3:19]. The yield is 0.550. (2) The reactants are [Br:1][C:2]1[N:3]=[C:4]([NH:11][C:12]2[CH:17]=[CH:16][C:15]([O:18][CH3:19])=[C:14]([O:20][CH3:21])[CH:13]=2)[C:5]2[N:6]([CH:8]=[CH:9][N:10]=2)[CH:7]=1.[CH3:22][O:23]C1C=C(C=CC=1OC)N.BrC1N=C(Br)C2N(C=CN=2)C=1.C(N(CC)C(C)C)(C)C. The catalyst is CN(C=O)C. The product is [Br:1][C:2]1[N:3]=[C:4]([NH:11][C:12]2[CH:17]=[C:16]([O:23][CH3:22])[C:15]([O:18][CH3:19])=[C:14]([O:20][CH3:21])[CH:13]=2)[C:5]2[N:6]([CH:8]=[CH:9][N:10]=2)[CH:7]=1. The yield is 0.740. (3) The reactants are [CH2:1]([Mg]Br)[CH2:2][CH2:3][CH2:4][CH2:5][CH3:6].[Br:9][C:10]1[CH:17]=[CH:16][C:13]([CH:14]=[O:15])=[CH:12][CH:11]=1. The catalyst is C1COCC1. The product is [Br:9][C:10]1[CH:17]=[CH:16][C:13]([CH:14]([OH:15])[CH2:1][CH2:2][CH2:3][CH2:4][CH2:5][CH3:6])=[CH:12][CH:11]=1. The yield is 0.760. (4) The reactants are [NH2:1][C:2]1[N:7]=[CH:6][C:5]([C:8]2[CH:9]=[CH:10][C:11]3[N:17]4[C:18]([CH3:21])=[N:19][N:20]=[C:16]4[CH:15]([CH3:22])[CH2:14][N:13]([C:23]4[CH:31]=[CH:30][C:26]([C:27]([NH2:29])=[O:28])=[CH:25][CH:24]=4)[C:12]=3[CH:32]=2)=[CH:4][CH:3]=1. The catalyst is CCCCCC.C(O)C. The product is [NH2:1][C:2]1[N:7]=[CH:6][C:5]([C:8]2[CH:9]=[CH:10][C:11]3[N:17]4[C:18]([CH3:21])=[N:19][N:20]=[C:16]4[C@H:15]([CH3:22])[CH2:14][N:13]([C:23]4[CH:24]=[CH:25][C:26]([C:27]([NH2:29])=[O:28])=[CH:30][CH:31]=4)[C:12]=3[CH:32]=2)=[CH:4][CH:3]=1.[NH2:1][C:2]1[N:7]=[CH:6][C:5]([C:8]2[CH:9]=[CH:10][C:11]3[N:17]4[C:18]([CH3:21])=[N:19][N:20]=[C:16]4[C@@H:15]([CH3:22])[CH2:14][N:13]([C:23]4[CH:24]=[CH:25][C:26]([C:27]([NH2:29])=[O:28])=[CH:30][CH:31]=4)[C:12]=3[CH:32]=2)=[CH:4][CH:3]=1. The yield is 0.675. (5) The reactants are [Cl:1][C:2]1[CH:3]=[C:4]([C:9]2([CH2:15][CH2:16][OH:17])[CH2:14][CH2:13][CH2:12][NH:11][CH2:10]2)[CH:5]=[CH:6][C:7]=1[Cl:8].C(N(CC)CC)C.[CH3:25][O:26][C:27]1[CH:28]=[C:29]([CH:33]=[C:34]([O:38][CH3:39])[C:35]=1[O:36][CH3:37])[C:30](Cl)=[O:31].[Cl:40][C:41]1[CH:46]=[CH:45][C:44]([S:47](Cl)(=[O:49])=[O:48])=[CH:43][CH:42]=1.Cl. The catalyst is O1CCCC1.CN(C)C1C=CN=CC=1.C(Cl)Cl.O. The product is [Cl:40][C:41]1[CH:46]=[CH:45][C:44]([S:47]([O:17][CH2:16][CH2:15][C:9]2([C:4]3[CH:5]=[CH:6][C:7]([Cl:8])=[C:2]([Cl:1])[CH:3]=3)[CH2:14][CH2:13][CH2:12][N:11]([C:30](=[O:31])[C:29]3[CH:28]=[C:27]([O:26][CH3:25])[C:35]([O:36][CH3:37])=[C:34]([O:38][CH3:39])[CH:33]=3)[CH2:10]2)(=[O:49])=[O:48])=[CH:43][CH:42]=1. The yield is 0.689. (6) The reactants are [NH2:1][C@@H:2]([CH2:27][C:28]1[CH:33]=[CH:32][CH:31]=[CH:30][CH:29]=1)[C@@H:3]([OH:26])[CH2:4][C@@H:5]([NH:13][C:14]([C@@H:16]([NH:21][C:22](=[O:25])[O:23][CH3:24])[C:17]([CH3:20])([CH3:19])[CH3:18])=[O:15])[CH2:6][C:7]1[CH:12]=[CH:11][CH:10]=[CH:9][CH:8]=1.FC(F)(F)C(O)=O.[CH3:41][C@@H:42]([CH2:64][CH3:65])[C@H:43]([N:47]1[CH2:51][CH2:50][N:49]([CH2:52][C:53]2[C:62]3[C:57](=[CH:58][CH:59]=[CH:60][CH:61]=3)[N:56]=[CH:55][CH:54]=2)[C:48]1=[O:63])[C:44](O)=[O:45].CCN=C=NCCCN(C)C.C1C=CC2N(O)N=NC=2C=1.CN1CCOCC1. The catalyst is CN(C=O)C. The product is [CH2:6]([C@H:5]([NH:13][C:14]([C@@H:16]([NH:21][C:22](=[O:25])[O:23][CH3:24])[C:17]([CH3:20])([CH3:19])[CH3:18])=[O:15])[CH2:4][C@H:3]([OH:26])[C@@H:2]([NH:1][C:44](=[O:45])[C@@H:43]([N:47]1[CH2:51][CH2:50][N:49]([CH2:52][C:53]2[C:62]3[C:57](=[CH:58][CH:59]=[CH:60][CH:61]=3)[N:56]=[CH:55][CH:54]=2)[C:48]1=[O:63])[CH:42]([CH3:41])[CH2:64][CH3:65])[CH2:27][C:28]1[CH:29]=[CH:30][CH:31]=[CH:32][CH:33]=1)[C:7]1[CH:12]=[CH:11][CH:10]=[CH:9][CH:8]=1. The yield is 0.230. (7) The reactants are C(O[CH:4](OCC)[CH2:5][O:6][C:7]1[CH:12]=[CH:11][C:10](SC2C=CC=CC=2)=[CH:9][CH:8]=1)C. The catalyst is C1C=CC=CC=1. The product is [O:6]1[C:7]2[CH:12]=[CH:11][CH:10]=[CH:9][C:8]=2[CH:4]=[CH:5]1. The yield is 0.890. (8) The yield is 0.570. The reactants are C([O:5][C:6]([C:8]1([CH2:11][CH2:12][CH2:13][CH2:14][CH2:15][C:16](=[O:30])[CH2:17][CH2:18][CH2:19][CH2:20][CH2:21][C:22]([CH3:29])([CH3:28])[C:23]([O:25]CC)=[O:24])[CH2:10][CH2:9]1)=[O:7])(C)(C)C.[OH-].[Na+]. The catalyst is C(O)=O.CCO.O. The product is [C:6]([C:8]1([CH2:11][CH2:12][CH2:13][CH2:14][CH2:15][C:16](=[O:30])[CH2:17][CH2:18][CH2:19][CH2:20][CH2:21][C:22]([CH3:28])([CH3:29])[C:23]([OH:25])=[O:24])[CH2:10][CH2:9]1)([OH:7])=[O:5]. (9) The reactants are [NH2:1][C:2]1[CH:11]=[CH:10][CH:9]=[C:8]2[C:3]=1[CH:4]=[CH:5][N:6]=[CH:7]2.[N:12]([O-])=O.[Na+].O=[C:17]([CH2:21][CH2:22][CH:23]=[CH2:24])[CH2:18][C:19]#[N:20].O.[NH2:26][NH2:27]. The catalyst is S(=O)(=O)(O)O.C(O)(=O)C.O.C(O)C. The product is [CH2:21]([C:17]1[C:18](=[N:12][NH:1][C:2]2[CH:11]=[CH:10][CH:9]=[C:8]3[C:3]=2[CH:4]=[CH:5][N:6]=[CH:7]3)[C:19]([NH2:20])=[N:26][N:27]=1)[CH2:22][CH:23]=[CH2:24]. The yield is 0.220. (10) The reactants are [F:1][C:2]([F:25])([C:15]1[CH:16]=[C:17]2[C:22](=[CH:23][CH:24]=1)[N:21]=[CH:20][CH:19]=[CH:18]2)[C:3]1[N:7]2[N:8]=[C:9]([C:12](=O)[CH3:13])[CH:10]=[CH:11][C:6]2=[N:5][N:4]=1.Cl.[NH:27]([C:29]([NH2:31])=[O:30])[NH2:28]. The catalyst is CO. The product is [F:1][C:2]([F:25])([C:15]1[CH:16]=[C:17]2[C:22](=[CH:23][CH:24]=1)[N:21]=[CH:20][CH:19]=[CH:18]2)[C:3]1[N:7]2[N:8]=[C:9](/[C:12](=[N:28]/[NH:27][C:29]([NH2:31])=[O:30])/[CH3:13])[CH:10]=[CH:11][C:6]2=[N:5][N:4]=1. The yield is 0.750.